Dataset: Full USPTO retrosynthesis dataset with 1.9M reactions from patents (1976-2016). Task: Predict the reactants needed to synthesize the given product. (1) Given the product [CH3:1][C:2]1([CH3:24])[CH2:11][CH2:10][C:9]([CH3:12])([CH3:13])[C:8]2[CH:7]=[C:6]([C:14]3([NH2:21])[CH:19]=[CH:18][CH:17]=[CH:16][CH:15]3[OH:20])[CH:5]=[CH:4][C:3]1=2, predict the reactants needed to synthesize it. The reactants are: [CH3:1][C:2]1([CH3:24])[CH2:11][CH2:10][C:9]([CH3:13])([CH3:12])[C:8]2[CH:7]=[C:6]([C:14]3([N+:21]([O-])=O)[CH:19]=[CH:18][CH:17]=[CH:16][CH:15]3[OH:20])[CH:5]=[CH:4][C:3]1=2.Cl. (2) Given the product [CH3:20][N:17]1[CH2:18][CH2:19][CH:14]([O:13][C:4]2[CH:9]=[CH:8][C:7]([N+:10]([O-:12])=[O:11])=[CH:6][N:5]=2)[CH2:15][CH2:16]1, predict the reactants needed to synthesize it. The reactants are: [H-].[Na+].Cl[C:4]1[CH:9]=[CH:8][C:7]([N+:10]([O-:12])=[O:11])=[CH:6][N:5]=1.[OH:13][CH:14]1[CH2:19][CH2:18][N:17]([CH3:20])[CH2:16][CH2:15]1. (3) The reactants are: [O:1]=[S:2]1(=[O:38])[CH2:7][CH2:6][CH:5]([C:8]2[C:16]3[C:11](=[C:12]([C:35]([NH2:37])=[O:36])[CH:13]=[C:14]([C:17]4[S:18][C:19]([CH2:22][CH2:23][C:24]([CH3:34])([O:26][Si](CC)(CC)CC)[CH3:25])=[CH:20][CH:21]=4)[CH:15]=3)[NH:10][CH:9]=2)[CH2:4][CH2:3]1.[F-].C([N+](CCCC)(CCCC)CCCC)CCC. Given the product [O:38]=[S:2]1(=[O:1])[CH2:3][CH2:4][CH:5]([C:8]2[C:16]3[C:11](=[C:12]([C:35]([NH2:37])=[O:36])[CH:13]=[C:14]([C:17]4[S:18][C:19]([CH2:22][CH2:23][C:24]([OH:26])([CH3:34])[CH3:25])=[CH:20][CH:21]=4)[CH:15]=3)[NH:10][CH:9]=2)[CH2:6][CH2:7]1, predict the reactants needed to synthesize it.